This data is from Blood-brain barrier permeability classification from the B3DB database. The task is: Regression/Classification. Given a drug SMILES string, predict its absorption, distribution, metabolism, or excretion properties. Task type varies by dataset: regression for continuous measurements (e.g., permeability, clearance, half-life) or binary classification for categorical outcomes (e.g., BBB penetration, CYP inhibition). Dataset: b3db_classification. (1) The compound is CCOC(=O)OCC/C(SC(=O)OCC)=C(/C)N(C=O)Cc1cnc(C)nc1N. The result is 1 (penetrates BBB). (2) The molecule is CCNC[C@H](O)c1cccc(O)c1. The result is 0 (does not penetrate BBB). (3) The drug is CNCCCC1(c2ccccc2)SC(C)(C)c2ccccc21. The result is 1 (penetrates BBB). (4) The drug is O=C(CCCc1ccccc1)OCC(COC(=O)CCCc1ccccc1)OC(=O)CCCc1ccccc1. The result is 0 (does not penetrate BBB). (5) The molecule is Cc1ccccc1OCC(COC(O)C(Cl)(Cl)Cl)OC(O)C(Cl)(Cl)Cl. The result is 1 (penetrates BBB). (6) The molecule is Cc1ccc2c(c1)OC(C)(C)C[C@@H]2NC(=O)CCSc1ccccc1. The result is 1 (penetrates BBB). (7) The molecule is C[C@@]12CCC(=O)C=C1CC[C@H]1[C@H]2CC[C@@]2(C)[C@H](O)CC[C@H]12. The result is 1 (penetrates BBB). (8) The drug is NCC[C@H](Oc1ccc(C(F)(F)F)cc1)c1ccccc1. The result is 1 (penetrates BBB).